Dataset: Full USPTO retrosynthesis dataset with 1.9M reactions from patents (1976-2016). Task: Predict the reactants needed to synthesize the given product. Given the product [CH3:26][S:25]([C:20]1[N:19]=[C:18]([C:17]2[S:16][C:15]([NH2:27])=[N:14][C:13]=2[CH3:12])[CH:23]=[C:22]([CH3:24])[N:21]=1)=[O:9], predict the reactants needed to synthesize it. The reactants are: C1C=C(Cl)C=C(C(OO)=[O:9])C=1.[CH3:12][C:13]1[N:14]=[C:15]([NH2:27])[S:16][C:17]=1[C:18]1[CH:23]=[C:22]([CH3:24])[N:21]=[C:20]([S:25][CH3:26])[N:19]=1.C(=O)(O)[O-].[Na+].